From a dataset of Reaction yield outcomes from USPTO patents with 853,638 reactions. Predict the reaction yield, written as a fraction of the theoretical maximum amount of product (1.0 means a 100% yield; for example, 0.34 means a 34% yield). (1) The reactants are [Cl:1][C:2]1[CH:3]=[C:4]2[C:9](=[CH:10][C:11]=1[O:12][C:13]1[CH:21]=[CH:20][C:16]([C:17]([OH:19])=O)=[CH:15][CH:14]=1)[O:8][CH2:7][CH2:6][CH:5]2[C:22]([O:24][CH2:25][CH3:26])=[O:23].C(Cl)(=O)C(Cl)=O.[Cl:33][C:34]1[CH:39]=[CH:38][C:37]([CH2:40][CH2:41][CH2:42][NH2:43])=[CH:36][CH:35]=1.CCN(C(C)C)C(C)C. The catalyst is C(Cl)Cl.CN(C=O)C. The product is [Cl:1][C:2]1[CH:3]=[C:4]2[C:9](=[CH:10][C:11]=1[O:12][C:13]1[CH:21]=[CH:20][C:16]([C:17](=[O:19])[NH:43][CH2:42][CH2:41][CH2:40][C:37]3[CH:36]=[CH:35][C:34]([Cl:33])=[CH:39][CH:38]=3)=[CH:15][CH:14]=1)[O:8][CH2:7][CH2:6][CH:5]2[C:22]([O:24][CH2:25][CH3:26])=[O:23]. The yield is 0.850. (2) The reactants are [Cl:1][C:2]1[C:7]([I:8])=[CH:6][N:5]=[C:4](N)[CH:3]=1.[C:10](O)(C(F)(F)F)=[O:11].N(OC(C)(C)C)=O. The catalyst is CO. The product is [Cl:1][C:2]1[C:7]([I:8])=[CH:6][N:5]=[C:4]([O:11][CH3:10])[CH:3]=1. The yield is 0.920. (3) The reactants are Br[C:2]1[CH:3]=[CH:4][C:5]2[O:11][CH2:10][CH2:9][N:8]3[C:12]([CH2:18][NH:19][CH:20]4[CH2:23][O:22][CH2:21]4)=[C:13]([C:15]([NH2:17])=[O:16])[N:14]=[C:7]3[C:6]=2[CH:24]=1.BrC1C=CC2OCCN3C(CN4CCCC4)=C(C(N)=O)N=C3C=2C=1.NC1COC1.[CH3:54][C:55]([OH:59])([C:57]#[CH:58])[CH3:56]. No catalyst specified. The product is [OH:59][C:55]([CH3:56])([CH3:54])[C:57]#[C:58][C:2]1[CH:3]=[CH:4][C:5]2[O:11][CH2:10][CH2:9][N:8]3[C:12]([CH2:18][NH:19][CH:20]4[CH2:21][O:22][CH2:23]4)=[C:13]([C:15]([NH2:17])=[O:16])[N:14]=[C:7]3[C:6]=2[CH:24]=1. The yield is 0.170.